Task: Regression. Given two drug SMILES strings and cell line genomic features, predict the synergy score measuring deviation from expected non-interaction effect.. Dataset: NCI-60 drug combinations with 297,098 pairs across 59 cell lines Drug 1: CC12CCC3C(C1CCC2O)C(CC4=C3C=CC(=C4)O)CCCCCCCCCS(=O)CCCC(C(F)(F)F)(F)F. Drug 2: CCCCCOC(=O)NC1=NC(=O)N(C=C1F)C2C(C(C(O2)C)O)O. Cell line: EKVX. Synergy scores: CSS=1.43, Synergy_ZIP=-0.549, Synergy_Bliss=-1.77, Synergy_Loewe=-4.85, Synergy_HSA=-3.57.